This data is from Full USPTO retrosynthesis dataset with 1.9M reactions from patents (1976-2016). The task is: Predict the reactants needed to synthesize the given product. (1) Given the product [C:1]([C:3]1[CH:4]=[CH:5][C:6]([O:26][CH3:27])=[C:7]([C:9]2[C:13]([NH:14][C:15]([C:17]3[CH:18]=[N:19][N:20]4[CH:25]=[CH:24][CH:23]=[N:22][C:21]=34)=[O:16])=[CH:12][N:11]([CH2:29][C:30]3[N:31]([CH3:35])[CH:32]=[CH:33][N:34]=3)[N:10]=2)[CH:8]=1)#[N:2], predict the reactants needed to synthesize it. The reactants are: [C:1]([C:3]1[CH:4]=[CH:5][C:6]([O:26][CH3:27])=[C:7]([C:9]2[C:13]([NH:14][C:15]([C:17]3[CH:18]=[N:19][N:20]4[CH:25]=[CH:24][CH:23]=[N:22][C:21]=34)=[O:16])=[CH:12][NH:11][N:10]=2)[CH:8]=1)#[N:2].Cl[CH2:29][C:30]1[N:31]([CH3:35])[CH:32]=[CH:33][N:34]=1.C(=O)([O-])[O-].[Cs+].[Cs+]. (2) Given the product [F:42][C:24]1[N:15]2[C:16]3[C:21]([N:12]([S:9]([C:6]4[CH:7]=[CH:8][C:3]([OH:2])=[CH:4][CH:5]=4)(=[O:10])=[O:11])[CH:13]([CH3:27])[C:14]2=[CH:26][CH:25]=1)=[CH:20][C:19]([F:22])=[C:18]([F:23])[CH:17]=3, predict the reactants needed to synthesize it. The reactants are: C(=O)(OCC)[O:2][C:3]1[CH:8]=[CH:7][C:6]([S:9]([N:12]2[C:21]3[C:16](=[CH:17][C:18]([F:23])=[C:19]([F:22])[CH:20]=3)[N:15]3[CH:24]=[CH:25][CH:26]=[C:14]3[CH:13]2[CH3:27])(=[O:11])=[O:10])=[CH:5][CH:4]=1.C1C=CC(S(N(S(C2C=CC=CC=2)(=O)=O)[F:42])(=O)=O)=CC=1.